From a dataset of Catalyst prediction with 721,799 reactions and 888 catalyst types from USPTO. Predict which catalyst facilitates the given reaction. (1) Reactant: [C:1]([OH:12])(=O)/[CH:2]=[C:3](/[CH2:5][CH2:6][CH:7]=[C:8]([CH3:10])[CH3:9])\[CH3:4].[CH2:13]([N:15](CC)CC)C.Cl.CN.C1C=CC(P(N=[N+]=[N-])(C2C=CC=CC=2)=O)=CC=1. Product: [CH3:13][NH:15][C:1](=[O:12])/[CH:2]=[C:3](\[CH3:4])/[CH2:5][CH2:6][CH:7]=[C:8]([CH3:10])[CH3:9]. The catalyst class is: 1. (2) Reactant: [CH:1]1([CH2:4][N:5]2[CH2:30][CH2:29][C@:12]34[C:13]5[C:14]6[O:28][C@H:11]3[CH:10]([OH:31])[CH2:9][CH2:8][C@@:7]4([OH:32])[C@H:6]2[CH2:19][C:18]=5[CH:17]=[CH:16][C:15]=6[O:20][CH2:21][C:22]2[CH:27]=[CH:26][CH:25]=[CH:24][CH:23]=2)[CH2:3][CH2:2]1.[CH3:33]I.[H-].[Na+]. Product: [CH:1]1([CH2:4][N:5]2[CH2:30][CH2:29][C@:12]34[C:13]5[C:14]6[O:28][C@H:11]3[CH:10]([O:31][CH3:33])[CH2:9][CH2:8][C@@:7]4([OH:32])[C@H:6]2[CH2:19][C:18]=5[CH:17]=[CH:16][C:15]=6[O:20][CH2:21][C:22]2[CH:23]=[CH:24][CH:25]=[CH:26][CH:27]=2)[CH2:3][CH2:2]1. The catalyst class is: 1. (3) The catalyst class is: 8. Product: [NH2:15][C@H:8]([CH2:7][CH:1]1[CH2:2][CH2:3][CH2:4][CH2:5][CH2:6]1)[CH:9]([OH:14])[C:10]([NH:12]/[N:13]=[CH:34]/[C:33]1[CH:36]=[CH:37][C:30]([Cl:29])=[CH:31][CH:32]=1)=[O:11]. Reactant: [CH:1]1([CH2:7][C@@H:8]([NH:15]C(=O)OC(C)(C)C)[CH:9]([OH:14])[C:10]([NH:12][NH2:13])=[O:11])[CH2:6][CH2:5][CH2:4][CH2:3][CH2:2]1.N1C=CC=CC=1.[Cl:29][C:30]1[CH:37]=[CH:36][C:33]([CH:34]=O)=[CH:32][CH:31]=1.